This data is from Catalyst prediction with 721,799 reactions and 888 catalyst types from USPTO. The task is: Predict which catalyst facilitates the given reaction. Reactant: Cl.[NH2:2][OH:3].[CH3:4][C@H:5]([N:8]([CH2:14][C:15]1[CH:20]=[CH:19][C:18]([C:21]2[CH:26]=[CH:25][CH:24]=[CH:23][C:22]=2[C:27]2[N:31]([C:32]([C:45]3[CH:50]=[CH:49][CH:48]=[CH:47][CH:46]=3)([C:39]3[CH:44]=[CH:43][CH:42]=[CH:41][CH:40]=3)[C:33]3[CH:38]=[CH:37][CH:36]=[CH:35][CH:34]=3)[N:30]=[N:29][N:28]=2)=[CH:17][CH:16]=1)[C:9](=[O:13])[CH2:10][CH2:11][CH3:12])[CH:6]=O.N1C=CC=CC=1. Product: [OH:3][N:2]=[CH:4][C@@H:5]([N:8]([CH2:14][C:15]1[CH:16]=[CH:17][C:18]([C:21]2[CH:26]=[CH:25][CH:24]=[CH:23][C:22]=2[C:27]2[N:31]([C:32]([C:33]3[CH:38]=[CH:37][CH:36]=[CH:35][CH:34]=3)([C:45]3[CH:46]=[CH:47][CH:48]=[CH:49][CH:50]=3)[C:39]3[CH:40]=[CH:41][CH:42]=[CH:43][CH:44]=3)[N:30]=[N:29][N:28]=2)=[CH:19][CH:20]=1)[C:9](=[O:13])[CH2:10][CH2:11][CH3:12])[CH3:6]. The catalyst class is: 6.